From a dataset of Forward reaction prediction with 1.9M reactions from USPTO patents (1976-2016). Predict the product of the given reaction. Given the reactants [OH-].[Na+].C([O:6][C:7]1[CH:16]=[CH:15][CH:14]=[C:13]2[C:8]=1[CH:9]=[CH:10][C:11]([S:17]([NH:20][CH2:21][C:22]1[CH:27]=[CH:26][CH:25]=[CH:24][CH:23]=1)(=[O:19])=[O:18])=[CH:12]2)(=O)C.Cl, predict the reaction product. The product is: [CH2:21]([NH:20][S:17]([C:11]1[CH:10]=[CH:9][C:8]2[C:13](=[CH:14][CH:15]=[CH:16][C:7]=2[OH:6])[CH:12]=1)(=[O:19])=[O:18])[C:22]1[CH:27]=[CH:26][CH:25]=[CH:24][CH:23]=1.